Dataset: Reaction yield outcomes from USPTO patents with 853,638 reactions. Task: Predict the reaction yield, written as a fraction of the theoretical maximum amount of product (1.0 means a 100% yield; for example, 0.34 means a 34% yield). (1) The reactants are [Cl:1][C:2]1[C:3]([C:8]([OH:10])=O)=[N:4][N:5]([CH3:7])[CH:6]=1.O1CCCC1.C(Cl)(=O)C(Cl)=O.[NH2:22][C:23]1[CH:24]=[C:25]([CH:42]=[CH:43][C:44]=1[F:45])[O:26][C:27]1[CH:28]=[CH:29][C:30]2[N:31]([CH:33]=[C:34]([NH:36][C:37]([CH:39]3[CH2:41][CH2:40]3)=[O:38])[N:35]=2)[N:32]=1. The catalyst is CN(C)C=O.CN(C)C(=O)C. The product is [Cl:1][C:2]1[C:3]([C:8]([NH:22][C:23]2[CH:24]=[C:25]([O:26][C:27]3[CH:28]=[CH:29][C:30]4[N:31]([CH:33]=[C:34]([NH:36][C:37]([CH:39]5[CH2:41][CH2:40]5)=[O:38])[N:35]=4)[N:32]=3)[CH:42]=[CH:43][C:44]=2[F:45])=[O:10])=[N:4][N:5]([CH3:7])[CH:6]=1. The yield is 0.800. (2) The reactants are [OH:1][C:2]1[CH:3]=[C:4]2[C:9](=[CH:10][CH:11]=1)[CH:8]=[C:7]([CH:12]=O)[CH:6]=[CH:5]2.[NH:14]1[CH2:19][CH2:18][CH:17]([C:20]([O:22][CH2:23][CH3:24])=[O:21])[CH2:16][CH2:15]1.[BH-](OC(C)=O)(OC(C)=O)OC(C)=O.[Na+].CC1C=CC(S(O)(=O)=O)=CC=1. No catalyst specified. The product is [OH:1][C:2]1[CH:3]=[C:4]2[C:9](=[CH:10][CH:11]=1)[CH:8]=[C:7]([CH2:12][N:14]1[CH2:19][CH2:18][CH:17]([C:20]([O:22][CH2:23][CH3:24])=[O:21])[CH2:16][CH2:15]1)[CH:6]=[CH:5]2. The yield is 0.410. (3) The reactants are Cl.[CH3:2][N:3]1[C:11]2[CH2:10][CH2:9][NH:8][CH2:7][C:6]=2[C:5](=[O:12])[N:4]1[C:13]1[CH:22]=[N:21][C:20]2[C:15](=[CH:16][CH:17]=[CH:18][CH:19]=2)[N:14]=1.[C:23]([O:28][C@@H:29]([C:31]1[N:36]=[C:35](Cl)[CH:34]=[CH:33][N:32]=1)[CH3:30])(=[O:27])[CH2:24][CH2:25][CH3:26].C(N(CC)CC)C. The catalyst is C(O)(C)C. The product is [C:23]([O:28][C@@H:29]([C:31]1[N:32]=[C:33]([N:8]2[CH2:9][CH2:10][C:11]3[N:3]([CH3:2])[N:4]([C:13]4[CH:22]=[N:21][C:20]5[C:15](=[CH:16][CH:17]=[CH:18][CH:19]=5)[N:14]=4)[C:5](=[O:12])[C:6]=3[CH2:7]2)[CH:34]=[CH:35][N:36]=1)[CH3:30])(=[O:27])[CH2:24][CH2:25][CH3:26]. The yield is 0.950. (4) The reactants are I[C:2]1[CH:7]=[CH:6][N:5]=[C:4]2[NH:8][CH:9]=[CH:10][C:3]=12.[C:11]([C:13]1[CH:18]=[CH:17][CH:16]=[CH:15][C:14]=1[F:19])#[CH:12].C(N(CC)CC)C. The catalyst is C1C=CC([P]([Pd]([P](C2C=CC=CC=2)(C2C=CC=CC=2)C2C=CC=CC=2)([P](C2C=CC=CC=2)(C2C=CC=CC=2)C2C=CC=CC=2)[P](C2C=CC=CC=2)(C2C=CC=CC=2)C2C=CC=CC=2)(C2C=CC=CC=2)C2C=CC=CC=2)=CC=1.[Cu]I.COCCOC. The product is [F:19][C:14]1[CH:15]=[CH:16][CH:17]=[CH:18][C:13]=1[C:11]#[C:12][C:2]1[CH:7]=[CH:6][N:5]=[C:4]2[NH:8][CH:9]=[CH:10][C:3]=12. The yield is 0.820. (5) The catalyst is CO.N1C=CC=CC=1. The yield is 0.180. The product is [CH2:54]([NH:56][C:57]([N:8]1[CH2:13][CH2:12][CH2:11][C@@H:10]([NH:14][C:15](=[O:43])[C:16]2[CH:21]=[CH:20][C:19]([N:22]3[CH2:23][CH2:24][N:25]([C:28]4[CH:33]=[CH:32][CH:31]=[CH:30][C:29]=4[CH3:34])[CH2:26][CH2:27]3)=[C:18]([NH:35][C:36]([C:38]3[O:39][CH:40]=[CH:41][CH:42]=3)=[O:37])[CH:17]=2)[CH2:9]1)=[O:58])[CH3:55]. The reactants are C(OC([N:8]1[CH2:13][CH2:12][CH2:11][C@@H:10]([NH:14][C:15](=[O:43])[C:16]2[CH:21]=[CH:20][C:19]([N:22]3[CH2:27][CH2:26][N:25]([C:28]4[CH:33]=[CH:32][CH:31]=[CH:30][C:29]=4[CH3:34])[CH2:24][CH2:23]3)=[C:18]([NH:35][C:36]([C:38]3[O:39][CH:40]=[CH:41][CH:42]=3)=[O:37])[CH:17]=2)[CH2:9]1)=O)(C)(C)C.C(Cl)Cl.C(O)(C(F)(F)F)=O.[CH2:54]([N:56]=[C:57]=[O:58])[CH3:55].